Dataset: NCI-60 drug combinations with 297,098 pairs across 59 cell lines. Task: Regression. Given two drug SMILES strings and cell line genomic features, predict the synergy score measuring deviation from expected non-interaction effect. Drug 1: C1=NC2=C(N1)C(=S)N=CN2. Drug 2: CC1=C(C(=O)C2=C(C1=O)N3CC4C(C3(C2COC(=O)N)OC)N4)N. Synergy scores: CSS=36.3, Synergy_ZIP=-11.0, Synergy_Bliss=-10.2, Synergy_Loewe=-5.01, Synergy_HSA=-3.13. Cell line: MCF7.